Dataset: Full USPTO retrosynthesis dataset with 1.9M reactions from patents (1976-2016). Task: Predict the reactants needed to synthesize the given product. (1) Given the product [C:32]([O:35][CH2:36][C:37]([NH:14][C:13]1[C:12]2[C:7](=[N:8][C:9]([C:22]3[CH:27]=[CH:26][C:25]([Cl:28])=[CH:24][C:23]=3[Cl:29])=[C:10]([C:15]3[CH:16]=[CH:17][C:18]([Cl:21])=[CH:19][CH:20]=3)[CH:11]=2)[N:6]([CH3:30])[C:5](=[O:31])[C:4]=1[C:1](=[O:3])[CH3:2])=[O:38])(=[O:34])[CH3:33], predict the reactants needed to synthesize it. The reactants are: [C:1]([C:4]1[C:5](=[O:31])[N:6]([CH3:30])[C:7]2[C:12]([C:13]=1[NH2:14])=[CH:11][C:10]([C:15]1[CH:20]=[CH:19][C:18]([Cl:21])=[CH:17][CH:16]=1)=[C:9]([C:22]1[CH:27]=[CH:26][C:25]([Cl:28])=[CH:24][C:23]=1[Cl:29])[N:8]=2)(=[O:3])[CH3:2].[C:32]([O:35][CH2:36][C:37](Cl)=[O:38])(=[O:34])[CH3:33]. (2) Given the product [Cl:2][C:3]1[CH:4]=[C:5]2[C:9](=[CH:10][CH:11]=1)[NH:8][CH:7]=[C:6]2[CH2:12][CH2:13][NH:14][C:21]([C:20]1[O:19][CH:18]=[N:17][C:16]=1[CH3:15])=[O:22], predict the reactants needed to synthesize it. The reactants are: Cl.[Cl:2][C:3]1[CH:4]=[C:5]2[C:9](=[CH:10][CH:11]=1)[NH:8][CH:7]=[C:6]2[CH2:12][CH2:13][NH2:14].[CH3:15][C:16]1[N:17]=[CH:18][O:19][C:20]=1[C:21](Cl)=[O:22].C(N(CC)CC)C.C(OCC)(=O)C. (3) Given the product [N+:1]([C:4]1[CH:9]=[CH:8][C:7]([O:10][CH2:23][C:24]([O:26][CH2:27][CH3:28])=[O:25])=[CH:6][CH:5]=1)([O-:3])=[O:2], predict the reactants needed to synthesize it. The reactants are: [N+:1]([C:4]1[CH:9]=[CH:8][C:7]([OH:10])=[CH:6][CH:5]=1)([O-:3])=[O:2].C([O-])([O-])=O.[K+].[K+].CN(C=O)C.Br[CH2:23][C:24]([O:26][CH2:27][CH3:28])=[O:25]. (4) Given the product [OH:60][C:53]1[C:52]([CH2:51][NH:50][C:4](=[O:6])[C:3]2[CH:7]=[CH:8][C:9]([CH2:11][N:13]3[CH2:14][CH2:15][CH2:16][CH2:17][CH2:18]3)=[CH:10][C:2]=2[CH3:1])=[C:57]([CH3:58])[CH:56]=[C:55]([CH3:59])[N:54]=1, predict the reactants needed to synthesize it. The reactants are: [CH3:1][C:2]1[CH:10]=[C:9]([CH:11]([N:13]2[CH2:18][CH2:17][CH2:16][CH2:15][CH2:14]2)C)[CH:8]=[CH:7][C:3]=1[C:4]([OH:6])=O.F[P-](F)(F)(F)(F)F.N1(OC(N(C)C)=[N+](C)C)C2N=CC=CC=2N=N1.C(N(CC)CC)C.[NH2:50][CH2:51][C:52]1[C:53]([OH:60])=[N:54][C:55]([CH3:59])=[CH:56][C:57]=1[CH3:58]. (5) Given the product [Cl:29][C:26]1[CH:25]=[CH:24][N:23]=[C:22]2[CH:21]=[C:20]([C:17]3[N:16]([CH3:30])[C:15]([C:13]([N:1]4[CH2:6][CH2:5][O:4][CH2:3][CH2:2]4)=[O:12])=[N:19][CH:18]=3)[S:28][C:27]=12, predict the reactants needed to synthesize it. The reactants are: [NH:1]1[CH2:6][CH2:5][O:4][CH2:3][CH2:2]1.C[Al](C)C.C[O:12][C:13]([C:15]1[N:16]([CH3:30])[C:17]([C:20]2[S:28][C:27]3[C:22](=[N:23][CH:24]=[CH:25][C:26]=3[Cl:29])[CH:21]=2)=[CH:18][N:19]=1)=O.Cl. (6) Given the product [C:1]([C:8]1[N:12]([CH3:13])[C:11](=[O:14])[O:10][N:9]=1)(=[O:17])[C:2]1[CH:3]=[CH:4][CH:5]=[CH:6][CH:7]=1, predict the reactants needed to synthesize it. The reactants are: [CH2:1]([C:8]1[N:12]([CH3:13])[C:11](=[O:14])[O:10][N:9]=1)[C:2]1[CH:7]=[CH:6][CH:5]=[CH:4][CH:3]=1.C(O)(=[O:17])C. (7) Given the product [Br:1][C:2]1[CH:3]=[C:4]([CH:12]=[C:13]([Cl:15])[CH:14]=1)[O:5][CH2:6][CH:7]([OH:11])[CH2:8][N:9]([CH3:10])[C:31](=[O:32])[O:33][C:34]([CH3:35])([CH3:36])[CH3:37], predict the reactants needed to synthesize it. The reactants are: [Br:1][C:2]1[CH:3]=[C:4]([CH:12]=[C:13]([Cl:15])[CH:14]=1)[O:5][CH2:6][CH:7]([OH:11])[CH2:8][NH:9][CH3:10].C(N(CC)CC)C.[CH3:35][C:34]([O:33][C:31](O[C:31]([O:33][C:34]([CH3:37])([CH3:36])[CH3:35])=[O:32])=[O:32])([CH3:37])[CH3:36]. (8) Given the product [CH2:3]([CH:4]1[C:5](=[O:6])[NH:18][C:13]2[CH:14]=[CH:15][CH:16]=[CH:17][C:12]=2[S:9](=[O:11])(=[O:10])[NH:8]1)[CH:2]([CH3:21])[CH3:1], predict the reactants needed to synthesize it. The reactants are: [CH3:1][CH:2]([CH3:21])[CH2:3][CH:4]([NH:8][S:9]([C:12]1[CH:17]=[CH:16][CH:15]=[CH:14][C:13]=1[N+:18]([O-])=O)(=[O:11])=[O:10])[C:5](O)=[O:6].CCO.ON1C(=O)CCC1=O.C1CCC(N=C=NC2CCCCC2)CC1. (9) Given the product [Br:1][C:2]1[CH:7]=[C:6]2[C:5]([C:8]([C:18]3[N:22]([CH3:23])[N:21]=[C:20]([CH3:24])[CH:19]=3)=[N:9][NH:10]2)=[CH:4][CH:3]=1, predict the reactants needed to synthesize it. The reactants are: [Br:1][C:2]1[CH:7]=[CH:6][C:5]([C:8]([C:18]2[N:22]([CH3:23])[N:21]=[C:20]([CH3:24])[CH:19]=2)=[N:9][NH:10]C(OC(C)(C)C)=O)=[C:4](F)[CH:3]=1.N12CCCN=C1CCCCC2.